Dataset: Catalyst prediction with 721,799 reactions and 888 catalyst types from USPTO. Task: Predict which catalyst facilitates the given reaction. (1) Reactant: [CH3:1][O:2][C:3]1[CH:9]=[C:8]([N:10]2[CH2:15][CH2:14][O:13][CH2:12][CH2:11]2)[CH:7]=[CH:6][C:4]=1[NH2:5].Cl.[Br:17][C:18]1[C:19]([NH:25][C:26]2[CH:35]=[CH:34][CH:33]=[CH:32][C:27]=2[C:28]([NH:30][CH3:31])=[O:29])=[CH:20][C:21](Cl)=[N:22][CH:23]=1.Cl. Product: [Br:17][C:18]1[C:19]([NH:25][C:26]2[CH:35]=[CH:34][CH:33]=[CH:32][C:27]=2[C:28]([NH:30][CH3:31])=[O:29])=[CH:20][C:21]([NH:5][C:4]2[CH:6]=[CH:7][C:8]([N:10]3[CH2:15][CH2:14][O:13][CH2:12][CH2:11]3)=[CH:9][C:3]=2[O:2][CH3:1])=[N:22][CH:23]=1. The catalyst class is: 32. (2) Reactant: [CH3:1][O:2][C:3](=[O:26])[CH2:4][CH2:5][C:6]1[CH:11]=[CH:10][C:9]([C:12]([CH2:23][CH3:24])([C:15]2[CH:20]=[CH:19][C:18]([OH:21])=[C:17]([CH3:22])[CH:16]=2)[CH2:13][CH3:14])=[CH:8][C:7]=1[CH3:25].C([O-])([O-])=O.[K+].[K+].CC1(C)[O:38][C@H:37]([CH2:39]OS(C2C=CC(C)=CC=2)(=O)=O)[CH2:36][O:35]1. Product: [CH3:1][O:2][C:3](=[O:26])[CH2:4][CH2:5][C:6]1[CH:11]=[CH:10][C:9]([C:12]([C:15]2[CH:20]=[CH:19][C:18]([O:21][CH2:39][C@@H:37]([OH:38])[CH2:36][OH:35])=[C:17]([CH3:22])[CH:16]=2)([CH2:13][CH3:14])[CH2:23][CH3:24])=[CH:8][C:7]=1[CH3:25]. The catalyst class is: 39. (3) Reactant: [Cl:1][C:2]1[CH:3]=[C:4]2[N:10]([CH3:11])[C:9](=[O:12])[N:8]([C@@H:13]3[CH2:17][CH2:16][N:15](C(OC(C)(C)C)=O)[CH2:14]3)[C:5]2=[N:6][CH:7]=1.[ClH:25].O1CCOCC1. Product: [Cl:1][C:2]1[CH:3]=[C:4]2[N:10]([CH3:11])[C:9](=[O:12])[N:8]([C@@H:13]3[CH2:17][CH2:16][NH:15][CH2:14]3)[C:5]2=[N:6][CH:7]=1.[ClH:25]. The catalyst class is: 2. (4) Reactant: [CH2:1]([C:8]1[S:12][C:11]([NH2:13])=[N:10][C:9]=1[C:14]1[CH:19]=[CH:18][CH:17]=[CH:16][CH:15]=1)[C:2]1[CH:7]=[CH:6][CH:5]=[CH:4][CH:3]=1.[CH3:20][O:21][CH2:22][O:23][C:24]1[CH:29]=[CH:28][C:27]([C:30](=[O:36])[CH2:31][CH2:32][C:33](O)=[O:34])=[CH:26][CH:25]=1.C1C=CC2N(O)N=NC=2C=1.CCN=C=NCCCN(C)C. Product: [CH2:1]([C:8]1[S:12][C:11]([NH:13][C:33](=[O:34])[CH2:32][CH2:31][C:30](=[O:36])[C:27]2[CH:28]=[CH:29][C:24]([O:23][CH2:22][O:21][CH3:20])=[CH:25][CH:26]=2)=[N:10][C:9]=1[C:14]1[CH:19]=[CH:18][CH:17]=[CH:16][CH:15]=1)[C:2]1[CH:3]=[CH:4][CH:5]=[CH:6][CH:7]=1. The catalyst class is: 47. (5) Reactant: [NH2:1][C:2]1[N:3]=[C:4]([Cl:40])[C:5]2[C:10]([CH3:11])=[CH:9][N:8]([C@@H:12]3[O:27][C@H:26]([CH2:28][O:29][CH2:30][C:31]4[CH:36]=[CH:35][C:34]([Cl:37])=[CH:33][C:32]=4[Cl:38])[C@@H:15]([O:16][CH2:17][C:18]4[CH:23]=[CH:22][C:21]([Cl:24])=[CH:20][C:19]=4[Cl:25])[C@@:13]3([CH3:39])[OH:14])[C:6]=2[N:7]=1.[H-].[Na+].[CH3:43]I. Product: [NH2:1][C:2]1[N:3]=[C:4]([Cl:40])[C:5]2[C:10]([CH3:11])=[CH:9][N:8]([C@@H:12]3[O:27][C@H:26]([CH2:28][O:29][CH2:30][C:31]4[CH:36]=[CH:35][C:34]([Cl:37])=[CH:33][C:32]=4[Cl:38])[C@@H:15]([O:16][CH2:17][C:18]4[CH:23]=[CH:22][C:21]([Cl:24])=[CH:20][C:19]=4[Cl:25])[C@@:13]3([CH3:39])[O:14][CH3:43])[C:6]=2[N:7]=1. The catalyst class is: 1. (6) Reactant: [F:1][C:2]1[CH:3]=[C:4]([C@H:9]2[CH2:13][CH2:12][CH2:11][N:10]2[C:14]2[CH:19]=[CH:18][N:17]3[N:20]=[CH:21][C:22]([C:23]([O:25][CH2:26][CH2:27]Cl)=[O:24])=[C:16]3[N:15]=2)[C:5](=[O:8])[NH:6][CH:7]=1.C([O-])([O-])=O.[Cs+].[Cs+]. Product: [F:1][C:2]1[CH:3]=[C:4]2[C:5](=[N:6][CH:7]=1)[O:8][CH2:27][CH2:26][O:25][C:23](=[O:24])[C:22]1=[C:16]3[N:15]=[C:14]([CH:19]=[CH:18][N:17]3[N:20]=[CH:21]1)[N:10]1[C@@H:9]2[CH2:13][CH2:12][CH2:11]1. The catalyst class is: 3. (7) Reactant: [C:1]([NH:4][C:5]1[S:6][C:7]([C:23]2[CH:28]=[CH:27][C:26]([S:29]([CH3:32])(=[O:31])=[O:30])=[CH:25][CH:24]=2)=[C:8]([C:10]2[CH:15]=[CH:14][C:13](/[CH:16]=[CH:17]/[C:18](OCC)=[O:19])=[CH:12][CH:11]=2)[N:9]=1)(=[O:3])[CH3:2].[BH4-].[Li+].[Cl-].[NH4+].C(Cl)(Cl)Cl. Product: [OH:19][CH2:18][CH2:17][CH2:16][C:13]1[CH:12]=[CH:11][C:10]([C:8]2[N:9]=[C:5]([NH:4][C:1](=[O:3])[CH3:2])[S:6][C:7]=2[C:23]2[CH:28]=[CH:27][C:26]([S:29]([CH3:32])(=[O:31])=[O:30])=[CH:25][CH:24]=2)=[CH:15][CH:14]=1. The catalyst class is: 7. (8) The catalyst class is: 12. Product: [CH3:39][N:27]([CH3:26])[CH2:28][CH2:29][CH2:30][NH:31][C:32]1[CH:37]=[CH:36][C:35]([NH:38][C:2]2[C:11]3=[N:12][NH:13][CH:14]=[C:10]3[C:9]3[CH:8]=[C:7]([O:24][CH3:25])[CH:6]=[CH:5][C:4]=3[N:3]=2)=[CH:34][N:33]=1. Reactant: Cl[C:2]1[C:11]2=[N:12][N:13](CC3C=CC(OC)=CC=3)[CH:14]=[C:10]2[C:9]2[CH:8]=[C:7]([O:24][CH3:25])[CH:6]=[CH:5][C:4]=2[N:3]=1.[CH3:26][N:27]([CH3:39])[CH2:28][CH2:29][CH2:30][NH:31][C:32]1[CH:37]=[CH:36][C:35]([NH2:38])=[CH:34][N:33]=1.Cl. (9) Reactant: [F:1][C:2]1[CH:3]=[C:4](B(O)O)[CH:5]=[CH:6][CH:7]=1.Br[C:12]1[CH:13]=[CH:14][C:15]([F:21])=[C:16]([CH:20]=1)[C:17]([OH:19])=[O:18].C(=O)([O-])[O-].[Cs+].[Cs+].C(O)C. Product: [F:1][C:2]1[CH:3]=[C:4]([C:12]2[CH:13]=[CH:14][C:15]([F:21])=[C:16]([C:17]([OH:19])=[O:18])[CH:20]=2)[CH:5]=[CH:6][CH:7]=1. The catalyst class is: 206.